This data is from NCI-60 drug combinations with 297,098 pairs across 59 cell lines. The task is: Regression. Given two drug SMILES strings and cell line genomic features, predict the synergy score measuring deviation from expected non-interaction effect. (1) Drug 1: CC(C1=C(C=CC(=C1Cl)F)Cl)OC2=C(N=CC(=C2)C3=CN(N=C3)C4CCNCC4)N. Drug 2: C1=NC2=C(N=C(N=C2N1C3C(C(C(O3)CO)O)O)F)N. Cell line: T-47D. Synergy scores: CSS=-0.0570, Synergy_ZIP=2.74, Synergy_Bliss=2.14, Synergy_Loewe=-0.0132, Synergy_HSA=0.296. (2) Drug 1: C(CC(=O)O)C(=O)CN.Cl. Drug 2: CC1CCCC2(C(O2)CC(NC(=O)CC(C(C(=O)C(C1O)C)(C)C)O)C(=CC3=CSC(=N3)C)C)C. Cell line: HOP-92. Synergy scores: CSS=19.7, Synergy_ZIP=-4.09, Synergy_Bliss=-4.38, Synergy_Loewe=-12.2, Synergy_HSA=-1.37. (3) Drug 2: C1=NC2=C(N1)C(=S)N=C(N2)N. Cell line: HS 578T. Synergy scores: CSS=22.3, Synergy_ZIP=-0.132, Synergy_Bliss=-0.136, Synergy_Loewe=-35.9, Synergy_HSA=-3.09. Drug 1: CC1=CC2C(CCC3(C2CCC3(C(=O)C)OC(=O)C)C)C4(C1=CC(=O)CC4)C. (4) Drug 1: C1CN(P(=O)(OC1)NCCCl)CCCl. Drug 2: CC1C(C(CC(O1)OC2CC(CC3=C2C(=C4C(=C3O)C(=O)C5=C(C4=O)C(=CC=C5)OC)O)(C(=O)CO)O)N)O.Cl. Cell line: NCI-H460. Synergy scores: CSS=49.4, Synergy_ZIP=3.41, Synergy_Bliss=2.42, Synergy_Loewe=-2.83, Synergy_HSA=3.41.